Predict the reactants needed to synthesize the given product. From a dataset of Full USPTO retrosynthesis dataset with 1.9M reactions from patents (1976-2016). The reactants are: [Cl:1][C:2]1[C:6]([NH:7][CH2:8][CH3:9])=[CH:5][N:4]([C:10]2[CH:11]=[N:12][CH:13]=[CH:14][CH:15]=2)[N:3]=1.N1C=CC=CC=1.[F:22][C:23]([F:33])([F:32])[CH2:24][CH2:25][S:26][CH2:27][CH2:28][C:29](Cl)=[O:30].O. Given the product [Cl:1][C:2]1[C:6]([N:7]([CH2:8][CH3:9])[C:29](=[O:30])[CH2:28][CH2:27][S:26][CH2:25][CH2:24][C:23]([F:33])([F:32])[F:22])=[CH:5][N:4]([C:10]2[CH:11]=[N:12][CH:13]=[CH:14][CH:15]=2)[N:3]=1, predict the reactants needed to synthesize it.